From a dataset of Forward reaction prediction with 1.9M reactions from USPTO patents (1976-2016). Predict the product of the given reaction. (1) Given the reactants [Cl:1][C:2]1[CH:3]=[C:4]([CH:17]=[CH:18][C:19]=1[F:20])[CH2:5][N:6]1[CH2:11][CH2:10][C:9]([C:12](OC)=[O:13])=[CH:8][C:7]1=[O:16].[BH4-].[Li+], predict the reaction product. The product is: [Cl:1][C:2]1[CH:3]=[C:4]([CH:17]=[CH:18][C:19]=1[F:20])[CH2:5][N:6]1[CH2:11][CH2:10][C:9]([CH2:12][OH:13])=[CH:8][C:7]1=[O:16]. (2) Given the reactants [OH:1][CH2:2][C:3]1[CH:4]=[CH:5][C:6]([CH2:10][C:11]2[CH:16]=[CH:15][C:14]([O:17][CH3:18])=[CH:13][CH:12]=2)=[C:7]([OH:9])[CH:8]=1.[O:19]1CC[CH2:21][CH2:20]1.C(OC=C)(=O)C.CCCC[Sn](Cl)(O[Sn](Cl)(CCCC)CCCC)CCCC, predict the reaction product. The product is: [C:20]([O:1][CH2:2][C:3]1[CH:4]=[CH:5][C:6]([CH2:10][C:11]2[CH:16]=[CH:15][C:14]([O:17][CH3:18])=[CH:13][CH:12]=2)=[C:7]([OH:9])[CH:8]=1)(=[O:19])[CH3:21]. (3) Given the reactants [CH3:1][O:2][C:3]1([C:6]2[CH:11]=[CH:10][C:9]([C:12]#[C:13][C:14]3[CH:19]=[CH:18][C:17]([CH2:20][C:21]([O:23]C)=[O:22])=[CH:16][CH:15]=3)=[CH:8][CH:7]=2)[CH2:5][CH2:4]1.[OH-].[Na+], predict the reaction product. The product is: [CH3:1][O:2][C:3]1([C:6]2[CH:7]=[CH:8][C:9]([C:12]#[C:13][C:14]3[CH:15]=[CH:16][C:17]([CH2:20][C:21]([OH:23])=[O:22])=[CH:18][CH:19]=3)=[CH:10][CH:11]=2)[CH2:5][CH2:4]1. (4) Given the reactants C([O:3][C:4](=[O:22])[C:5]1[CH:10]=[CH:9][C:8]([NH:11][C:12]2[C:13]3[N:14]([CH:19]=[CH:20][N:21]=3)[CH:15]=[C:16]([Br:18])[N:17]=2)=[CH:7][CH:6]=1)C.[OH-].[Na+], predict the reaction product. The product is: [Br:18][C:16]1[N:17]=[C:12]([NH:11][C:8]2[CH:7]=[CH:6][C:5]([C:4]([OH:22])=[O:3])=[CH:10][CH:9]=2)[C:13]2[N:14]([CH:19]=[CH:20][N:21]=2)[CH:15]=1. (5) Given the reactants [C:1]([O:5][C:6]([N:8]1[CH2:13][CH2:12][C:11](=O)[CH2:10][CH2:9]1)=[O:7])([CH3:4])([CH3:3])[CH3:2].[CH3:15][O:16][C:17]1[CH:22]=[CH:21][CH:20]=[C:19]([NH2:23])[CH:18]=1, predict the reaction product. The product is: [CH3:15][O:16][C:17]1[CH:22]=[CH:21][CH:20]=[C:19]([NH:23][CH:11]2[CH2:12][CH2:13][N:8]([C:6]([O:5][C:1]([CH3:4])([CH3:3])[CH3:2])=[O:7])[CH2:9][CH2:10]2)[CH:18]=1. (6) The product is: [Cl:1][C:2]1[CH:7]=[C:6]2[NH:8][C:9](=[O:40])[C:10]3([CH:15]([C:16]4[C:17]([O:23][C:24]([C:27]([OH:29])=[O:28])([CH3:25])[CH3:26])=[N:18][CH:19]=[C:20]([Cl:22])[CH:21]=4)[CH2:14][C:13](=[O:31])[NH:12][CH:11]3[C:32]3[CH:37]=[C:36]([Cl:38])[CH:35]=[CH:34][C:33]=3[CH3:39])[C:5]2=[CH:4][CH:3]=1. Given the reactants [Cl:1][C:2]1[CH:7]=[C:6]2[NH:8][C:9](=[O:40])[C:10]3([CH:15]([C:16]4[C:17]([O:23][C:24]([C:27]([O:29]C)=[O:28])([CH3:26])[CH3:25])=[N:18][CH:19]=[C:20]([Cl:22])[CH:21]=4)[CH2:14][C:13](=[O:31])[NH:12][CH:11]3[C:32]3[CH:37]=[C:36]([Cl:38])[CH:35]=[CH:34][C:33]=3[CH3:39])[C:5]2=[CH:4][CH:3]=1.O[Li].O.O.Cl, predict the reaction product. (7) Given the reactants [NH:1]1[CH:5]=[C:4]([C:6]2[CH:11]=[C:10]([C:12]#[N:13])[CH:9]=[CH:8][N:7]=2)[N:3]=[CH:2]1.Cl[CH2:15][CH:16]1[O:21][CH2:20][CH2:19][N:18]([CH3:22])[CH2:17]1, predict the reaction product. The product is: [CH3:22][N:18]1[CH2:19][CH2:20][O:21][CH:16]([CH2:15][N:1]2[CH:5]=[C:4]([C:6]3[CH:11]=[C:10]([C:12]#[N:13])[CH:9]=[CH:8][N:7]=3)[N:3]=[CH:2]2)[CH2:17]1.